This data is from Full USPTO retrosynthesis dataset with 1.9M reactions from patents (1976-2016). The task is: Predict the reactants needed to synthesize the given product. (1) Given the product [F:34][CH:32]([F:33])[C:30]1[CH:29]=[CH:28][N:27]=[C:26]([NH:25][C:20]2[CH:19]=[C:18]([C:16]3[CH:15]=[N:14][N:13]([CH2:12][CH:11]4[O:10][C:9](=[O:35])[NH:8][CH:7]4[CH2:6][OH:5])[CH:17]=3)[CH:23]=[C:22]([CH3:24])[CH:21]=2)[N:31]=1, predict the reactants needed to synthesize it. The reactants are: FC(F)(F)C([O:5][CH2:6][CH:7]1[CH:11]([CH2:12][N:13]2[CH:17]=[C:16]([C:18]3[CH:23]=[C:22]([CH3:24])[CH:21]=[C:20]([NH:25][C:26]4[N:31]=[C:30]([CH:32]([F:34])[F:33])[CH:29]=[CH:28][N:27]=4)[CH:19]=3)[CH:15]=[N:14]2)[O:10][C:9](=[O:35])[NH:8]1)=O.C(=O)([O-])[O-].[K+].[K+]. (2) Given the product [C:4]([O:3][C:1]([N:8]1[CH2:9][CH2:10][N:11]([C:15]2[N:16]=[C:17]3[C:22](=[N:23][CH:24]=2)[N:21]=[CH:20][N:19]([CH3:25])[C:18]3=[O:26])[CH2:12][CH2:13]1)=[O:2])([CH3:7])([CH3:6])[CH3:5], predict the reactants needed to synthesize it. The reactants are: [C:1]([N:8]1[CH2:13][CH2:12][NH:11][CH2:10][CH2:9]1)([O:3][C:4]([CH3:7])([CH3:6])[CH3:5])=[O:2].Br[C:15]1[N:16]=[C:17]2[C:22](=[N:23][CH:24]=1)[N:21]=[CH:20][N:19]([CH3:25])[C:18]2=[O:26].